This data is from Forward reaction prediction with 1.9M reactions from USPTO patents (1976-2016). The task is: Predict the product of the given reaction. (1) Given the reactants CC1(C)C2C(=C(P(C3C=CC=CC=3)C3C=CC=CC=3)C=CC=2)OC2C(P(C3C=CC=CC=3)C3C=CC=CC=3)=CC=CC1=2.Br[C:44]1[CH:49]=[C:48]([C:50]([F:53])([F:52])[F:51])[CH:47]=[CH:46][N:45]=1.C(=O)([O-])[O-].[Cs+].[Cs+].[Br:60][C:61]1[CH:62]([OH:69])[NH:63][C:64](=[O:68])[C:65]=1[O:66][CH3:67], predict the reaction product. The product is: [Br:60][C:61]1[CH:62]([OH:69])[N:63]([C:44]2[CH:49]=[C:48]([C:50]([F:53])([F:52])[F:51])[CH:47]=[CH:46][N:45]=2)[C:64](=[O:68])[C:65]=1[O:66][CH3:67]. (2) Given the reactants C[O:2][C:3](=[O:26])[C@@H:4]([N:12]1[CH2:16][C:15]([O:17][C:18]2[CH:19]=[N:20][C:21]([CH3:24])=[CH:22][CH:23]=2)=[CH:14][C:13]1=[O:25])[CH2:5][CH:6]1[CH2:11][CH2:10][CH2:9][CH2:8][CH2:7]1.[OH-].[Li+], predict the reaction product. The product is: [CH:6]1([CH2:5][C@H:4]([N:12]2[CH2:16][C:15]([O:17][C:18]3[CH:19]=[N:20][C:21]([CH3:24])=[CH:22][CH:23]=3)=[CH:14][C:13]2=[O:25])[C:3]([OH:26])=[O:2])[CH2:11][CH2:10][CH2:9][CH2:8][CH2:7]1.